The task is: Predict the reactants needed to synthesize the given product.. This data is from Full USPTO retrosynthesis dataset with 1.9M reactions from patents (1976-2016). (1) Given the product [CH3:16][O:10][C:9]([C:6]1[CH:5]=[C:4]([N+:1]([O-:3])=[O:2])[NH:8][N:7]=1)=[O:11], predict the reactants needed to synthesize it. The reactants are: [N+:1]([C:4]1[NH:8][N:7]=[C:6]([C:9]([OH:11])=[O:10])[CH:5]=1)([O-:3])=[O:2].S(Cl)(Cl)=O.[CH3:16]O. (2) Given the product [CH:2]([C:5]1[C:6]([CH2:11][N:12]([CH2:20][C:21]2[C:26]([CH3:27])=[CH:25][CH:24]=[CH:23][N:22]=2)[C@H:13]2[CH2:14][CH2:15][C@H:16]([NH:19][C:28]([NH:35][OH:41])=[O:29])[CH2:17][CH2:18]2)=[N:7][CH:8]=[CH:9][CH:10]=1)([CH3:4])[CH3:3], predict the reactants needed to synthesize it. The reactants are: Br.[CH:2]([C:5]1[C:6]([CH2:11][N:12]([CH2:20][C:21]2[C:26]([CH3:27])=[CH:25][CH:24]=[CH:23][N:22]=2)[CH:13]2[CH2:18][CH2:17][CH:16]([NH2:19])[CH2:15][CH2:14]2)=[N:7][CH:8]=[CH:9][CH:10]=1)([CH3:4])[CH3:3].[C:28]([N:35]1C=CN=C1)(N1C=CN=C1)=[O:29].N[OH:41].Cl.CCN(C(C)C)C(C)C. (3) Given the product [O:17]=[C:18]1[C:27]([C:28]#[N:29])=[C:26]([N:30]2[CH2:35][CH2:34][N:33]([C:36]([C:38]3[S:39][CH:40]=[CH:41][CH:42]=3)=[O:37])[CH2:32][CH2:31]2)[C:13]2[C:8](=[CH:9][CH:10]=[CH:11][CH:12]=2)[N:19]1[C:20]1[CH:21]=[CH:22][CH:23]=[CH:24][CH:25]=1, predict the reactants needed to synthesize it. The reactants are: C(N(CC)CC)C.[C:8]1(B(O)O)[CH:13]=[CH:12][CH:11]=[CH:10][CH:9]=1.[O:17]=[C:18]1[C:27]([C:28]#[N:29])=[C:26]([N:30]2[CH2:35][CH2:34][N:33]([C:36]([C:38]3[S:39][CH:40]=[CH:41][CH:42]=3)=[O:37])[CH2:32][CH2:31]2)[C:25]2[C:20](=[CH:21][CH:22]=[CH:23][CH:24]=2)[NH:19]1. (4) Given the product [CH:17]([C:12]1[N:11]([CH:8]2[CH2:9][CH2:10][N:5]([CH2:4][CH2:3][C@@H:2]([C:20]3[CH:25]=[CH:24][CH:23]=[CH:22][CH:21]=3)[OH:27])[CH2:6][CH2:7]2)[C:15]([CH3:16])=[N:14][N:13]=1)([CH3:19])[CH3:18], predict the reactants needed to synthesize it. The reactants are: Cl[C@@H:2]([C:20]1[CH:25]=[CH:24][CH:23]=[CH:22][CH:21]=1)[CH2:3][CH2:4][N:5]1[CH2:10][CH2:9][CH:8]([N:11]2[C:15]([CH3:16])=[N:14][N:13]=[C:12]2[CH:17]([CH3:19])[CH3:18])[CH2:7][CH2:6]1.C(=O)([O-])[O-:27].[K+].[K+].CC1C=CC(S(OCC[C@H](O)C2C=CC=CC=2)(=O)=O)=CC=1.C(C1N(C2CCNCC2)C(C)=NN=1)(C)C. (5) Given the product [CH3:25][S:26][CH2:27][CH2:28][O:1][C:2]1[CH:3]=[CH:4][C:5](/[C:8](/[C:19]2[CH:20]=[CH:21][CH:22]=[CH:23][CH:24]=2)=[C:9](\[C:13]2[CH:14]=[CH:15][CH:16]=[CH:17][CH:18]=2)/[CH2:10][CH2:11][OH:12])=[CH:6][CH:7]=1, predict the reactants needed to synthesize it. The reactants are: [OH:1][C:2]1[CH:7]=[CH:6][C:5]([C:8]([C:19]2[CH:24]=[CH:23][CH:22]=[CH:21][CH:20]=2)=[C:9]([C:13]2[CH:18]=[CH:17][CH:16]=[CH:15][CH:14]=2)[CH2:10][CH2:11][OH:12])=[CH:4][CH:3]=1.[CH3:25][S:26][CH2:27][CH2:28]Cl. (6) Given the product [ClH:37].[CH:1]1([C:4]2[CH:9]=[CH:8][C:7]3[NH:10][C:38](=[O:40])[N:11]([CH:12]4[CH2:13][CH2:14][N:15]([C@H:18]5[CH2:23][CH2:22][C@H:21]([O:24][CH2:25][CH2:26][CH3:27])[CH2:20][CH2:19]5)[CH2:16][CH2:17]4)[C:6]=3[CH:5]=2)[CH2:2][CH2:3]1, predict the reactants needed to synthesize it. The reactants are: [CH:1]1([C:4]2[CH:5]=[C:6]([NH:11][CH:12]3[CH2:17][CH2:16][N:15]([C@H:18]4[CH2:23][CH2:22][C@H:21]([O:24][CH2:25][CH2:26][CH3:27])[CH2:20][CH2:19]4)[CH2:14][CH2:13]3)[C:7]([NH2:10])=[CH:8][CH:9]=2)[CH2:3][CH2:2]1.C(N(C(C)C)CC)(C)C.[Cl:37][C:38](Cl)([O:40]C(=O)OC(Cl)(Cl)Cl)Cl. (7) Given the product [C:36]([O:35][C:33](=[O:34])[CH2:32][NH:41][CH2:40][C@H:15]([CH3:16])[CH2:14][C:11]1[CH:10]=[CH:9][C:8]([O:1][C:2]2[CH:3]=[CH:4][CH:5]=[CH:6][CH:7]=2)=[CH:13][CH:12]=1)([CH3:39])([CH3:38])[CH3:37], predict the reactants needed to synthesize it. The reactants are: [O:1]([C:8]1[CH:13]=[CH:12][C:11]([CH2:14][C@H:15](NC)[CH3:16])=[CH:10][CH:9]=1)[C:2]1[CH:7]=[CH:6][CH:5]=[CH:4][CH:3]=1.C([O-])([O-])=O.[Cs+].[Cs+].C([O-])([O-])=O.[K+].[K+].Br[CH2:32][C:33]([O:35][C:36]([CH3:39])([CH3:38])[CH3:37])=[O:34].[CH3:40][N:41](C=O)C.